From a dataset of Forward reaction prediction with 1.9M reactions from USPTO patents (1976-2016). Predict the product of the given reaction. (1) Given the reactants [H-].[Na+].[CH3:3][O:4][C:5]1[CH:10]=[CH:9][N:8]=[C:7]2[NH:11][C:12]([CH3:14])=[CH:13][C:6]=12.[CH2:15](Br)[C:16]1[CH:21]=[CH:20][CH:19]=[CH:18][CH:17]=1, predict the reaction product. The product is: [CH2:15]([N:11]1[C:7]2=[N:8][CH:9]=[CH:10][C:5]([O:4][CH3:3])=[C:6]2[CH:13]=[C:12]1[CH3:14])[C:16]1[CH:21]=[CH:20][CH:19]=[CH:18][CH:17]=1. (2) The product is: [CH2:28]([NH:35][S:24]([C:21]1[CH:22]=[CH:23][C:18]2[O:17][N:16]=[C:15]([C:13]([NH:12][C:5]3[CH:4]=[CH:3][C:2]([Br:1])=[CH:11][C:6]=3[C:7]([OH:9])=[O:8])=[O:14])[C:19]=2[CH:20]=1)(=[O:25])=[O:26])[C:29]1[CH:34]=[CH:33][CH:32]=[CH:31][CH:30]=1. Given the reactants [Br:1][C:2]1[CH:3]=[CH:4][C:5]([NH:12][C:13]([C:15]2[C:19]3[CH:20]=[C:21]([S:24](Cl)(=[O:26])=[O:25])[CH:22]=[CH:23][C:18]=3[O:17][N:16]=2)=[O:14])=[C:6]([CH:11]=1)[C:7]([O:9]C)=[O:8].[CH2:28]([NH2:35])[C:29]1[CH:34]=[CH:33][CH:32]=[CH:31][CH:30]=1, predict the reaction product. (3) Given the reactants O.O.[OH:3][C:4]1[CH:9]=[C:8]([OH:10])[CH:7]=[C:6]([OH:11])[CH:5]=1.[C:12]1(=[CH:16][C:17](O)=[O:18])[CH2:15][CH2:14][CH2:13]1.Cl, predict the reaction product. The product is: [OH:3][C:4]1[CH:9]=[C:8]([OH:10])[CH:7]=[C:6]2[C:5]=1[C:17](=[O:18])[CH2:16][C:12]1([O:11]2)[CH2:15][CH2:14][CH2:13]1.